From a dataset of Forward reaction prediction with 1.9M reactions from USPTO patents (1976-2016). Predict the product of the given reaction. (1) Given the reactants [CH2:1]([C:3]1[CH:4]=[CH:5][C:6]([CH:9]=[CH2:10])=[N:7][CH:8]=1)[CH3:2].BrN1C(=[O:17])CCC1=O.[K].[OH:20][C:21]1[CH:28]=[CH:27][C:24]([CH:25]=[O:26])=[CH:23][CH:22]=1, predict the reaction product. The product is: [CH2:1]([C:3]1[CH:4]=[CH:5][C:6]([CH:9]([OH:17])[CH2:10][O:20][C:21]2[CH:28]=[CH:27][C:24]([CH:25]=[O:26])=[CH:23][CH:22]=2)=[N:7][CH:8]=1)[CH3:2]. (2) Given the reactants [CH3:1][C:2]1[N:3]=[N:4][S:5][C:6]=1[C:7]([OH:9])=O.CCN(C(C)C)C(C)C.[Cl:19][C:20]1[CH:21]=[C:22]([CH:24]=[CH:25][C:26]=1[F:27])[NH2:23], predict the reaction product. The product is: [Cl:19][C:20]1[CH:21]=[C:22]([NH:23][C:7]([C:6]2[S:5][N:4]=[N:3][C:2]=2[CH3:1])=[O:9])[CH:24]=[CH:25][C:26]=1[F:27]. (3) Given the reactants [C:1]([O:5][C:6]([N:8]1[CH2:13][CH2:12][CH2:11][C@@H:10]([C:14]([OH:16])=O)[CH2:9]1)=[O:7])([CH3:4])([CH3:3])[CH3:2].ClC(N(C)C)=C(C)C.[Cl:25][C:26]1[CH:27]=[CH:28][C:29]([C:40]2[C:45]([Cl:46])=[CH:44][N:43]=[C:42]([NH2:47])[CH:41]=2)=[N:30][C:31]=1[NH:32][CH2:33][CH:34]1[CH2:39][CH2:38][O:37][CH2:36][CH2:35]1.N1C=CC=CC=1, predict the reaction product. The product is: [C:1]([O:5][C:6]([N:8]1[CH2:13][CH2:12][CH2:11][C@@H:10]([C:14](=[O:16])[NH:47][C:42]2[CH:41]=[C:40]([C:29]3[CH:28]=[CH:27][C:26]([Cl:25])=[C:31]([NH:32][CH2:33][CH:34]4[CH2:39][CH2:38][O:37][CH2:36][CH2:35]4)[N:30]=3)[C:45]([Cl:46])=[CH:44][N:43]=2)[CH2:9]1)=[O:7])([CH3:2])([CH3:3])[CH3:4].